From a dataset of Full USPTO retrosynthesis dataset with 1.9M reactions from patents (1976-2016). Predict the reactants needed to synthesize the given product. Given the product [NH2:49][CH2:43][CH2:42][O:41][C:38]1[CH:37]=[CH:36][C:35]([CH2:34][N:26]2[C:27]3[C:32](=[CH:31][CH:30]=[CH:29][C:28]=3[Cl:33])[C:24]([C@@H:6]3[O:7][C@H:8]([CH2:19][OH:20])[C@@H:9]([OH:15])[C@H:10]([OH:11])[C@H:5]3[OH:4])=[CH:25]2)=[CH:40][CH:39]=1, predict the reactants needed to synthesize it. The reactants are: C([O:4][C@@H:5]1[C@@H:10]([O:11]C(=O)C)[C@H:9]([O:15]C(=O)C)[C@@H:8]([CH2:19][O:20]C(=O)C)[O:7][C@H:6]1[C:24]1[C:32]2[C:27](=[C:28]([Cl:33])[CH:29]=[CH:30][CH:31]=2)[N:26]([CH2:34][C:35]2[CH:40]=[CH:39][C:38]([O:41][CH2:42][CH2:43]OS(C)(=O)=O)=[CH:37][CH:36]=2)[CH:25]=1)(=O)C.[N-:49]=[N+]=[N-].[Na+].O.